This data is from Forward reaction prediction with 1.9M reactions from USPTO patents (1976-2016). The task is: Predict the product of the given reaction. (1) Given the reactants [F:1][C:2]([F:19])([F:18])[C:3]1[CH:4]=[C:5]2[C:9](=[CH:10][CH:11]=1)[CH2:8][C:7](C(O)=O)([C:12]([OH:14])=[O:13])[CH2:6]2, predict the reaction product. The product is: [F:1][C:2]([F:18])([F:19])[C:3]1[CH:4]=[C:5]2[C:9](=[CH:10][CH:11]=1)[CH2:8][CH:7]([C:12]([OH:14])=[O:13])[CH2:6]2. (2) The product is: [Cl:1][C:2]1[N:10]=[C:9]2[C:5]([N:6]=[CH:7][N:8]2[CH2:11][CH2:12][CH3:13])=[C:4]([NH:15][CH2:16][C:17]2[CH:18]=[N:19][CH:20]=[CH:21][CH:22]=2)[N:3]=1. Given the reactants [Cl:1][C:2]1[N:10]=[C:9]2[C:5]([N:6]=[CH:7][N:8]2[CH2:11][CH2:12][CH3:13])=[C:4](Cl)[N:3]=1.[NH2:15][CH2:16][C:17]1[CH:18]=[N:19][CH:20]=[CH:21][CH:22]=1.C(N(CC)CC)C, predict the reaction product. (3) Given the reactants Cl.Cl.[CH3:3][N:4]([CH2:6][C:7]1[CH:8]=[C:9]([CH:11]=[CH:12][CH:13]=1)[NH2:10])[CH3:5].C1C2C(CO[C:29]([NH:31][C@H:32]([C@H:36]([C:38]3[C:46]4[C:41](=[CH:42][CH:43]=[CH:44][CH:45]=4)[NH:40][CH:39]=3)[CH3:37])[C:33]([OH:35])=O)=O)C3C(=CC=CC=3)C=2C=CC=1.CCN=C=NCCCN(C)C.[CH:58]1[CH:59]=[CH:60][C:61]2N(O)N=N[C:62]=2[CH:63]=1.C(N(CC)CC)C.C(=O)([O-])O.[Na+].[C:80]([N:88]1[CH2:93][CH2:92][CH:91](C=O)[CH2:90][CH2:89]1)(=[O:87])C1C=CC=CC=1.C(O[BH-](OC(=O)C)OC(=O)C)(=O)C.[Na+], predict the reaction product. The product is: [C:80]([N:88]1[CH2:93][CH2:92][CH:91]([CH2:29][NH:31][C@H:32]([C@H:36]([C:38]2[C:46]3[C:41](=[CH:42][CH:43]=[CH:44][CH:45]=3)[NH:40][CH:39]=2)[CH3:37])[C:33]([NH:10][C:9]2[CH:11]=[CH:12][CH:13]=[C:7]([CH2:6][N:4]([CH3:3])[CH3:5])[CH:8]=2)=[O:35])[CH2:90][CH2:89]1)(=[O:87])[C:62]1[CH:61]=[CH:60][CH:59]=[CH:58][CH:63]=1. (4) Given the reactants [CH3:1][O:2][C:3]1[CH:26]=[CH:25][C:6]([CH2:7][NH:8][C:9]([C:11]2[CH:24]=[CH:23][C:14]3[N:15]([CH3:22])[C:16](=[O:21])[NH:17][S:18](=[O:20])(=[O:19])[C:13]=3[CH:12]=2)=[O:10])=[CH:5][CH:4]=1.C(=O)([O-])[O-].[Cs+].[Cs+].[N+:33]([C:36]1[CH:43]=[CH:42][C:39]([CH2:40]Br)=[CH:38][CH:37]=1)([O-:35])=[O:34], predict the reaction product. The product is: [CH3:1][O:2][C:3]1[CH:4]=[CH:5][C:6]([CH2:7][NH:8][C:9]([C:11]2[CH:24]=[CH:23][C:14]3[N:15]([CH3:22])[C:16](=[O:21])[N:17]([CH2:40][C:39]4[CH:42]=[CH:43][C:36]([N+:33]([O-:35])=[O:34])=[CH:37][CH:38]=4)[S:18](=[O:19])(=[O:20])[C:13]=3[CH:12]=2)=[O:10])=[CH:25][CH:26]=1. (5) Given the reactants [Cl:1][C:2]1[CH:3]=[C:4]([C:9](=[N:16][O:17][CH3:18])[CH2:10][CH2:11][C:12]([NH:14][OH:15])=[NH:13])[CH:5]=[CH:6][C:7]=1[Cl:8].[CH2:19](N(CC)CC)[CH3:20].C(Cl)(=O)C, predict the reaction product. The product is: [CH3:18][O:17][N:16]=[C:9]([C:4]1[CH:5]=[CH:6][C:7]([Cl:8])=[C:2]([Cl:1])[CH:3]=1)[CH2:10][CH2:11][C:12]1[N:13]=[C:19]([CH3:20])[O:15][N:14]=1. (6) The product is: [OH:3][NH:2][C:11]([C:13]1[CH:14]=[CH:15][C:16]([NH:19][C:20]([C:22]2[CH:23]=[CH:24][C:25]3[O:30][CH2:29][CH2:28][N:27]([S:31]([C:34]4[CH:39]=[C:38]([Cl:1])[CH:37]=[CH:36][C:35]=4[O:41][CH3:42])(=[O:32])=[O:33])[C:26]=3[CH:43]=2)=[O:21])=[CH:17][CH:18]=1)=[NH:12]. Given the reactants [ClH:1].[NH2:2][OH:3].C(N(CC)CC)C.[C:11]([C:13]1[CH:18]=[CH:17][C:16]([NH:19][C:20]([C:22]2[CH:23]=[CH:24][C:25]3[O:30][CH2:29][CH2:28][N:27]([S:31]([C:34]4[CH:39]=[C:38](Cl)[CH:37]=[CH:36][C:35]=4[O:41][CH3:42])(=[O:33])=[O:32])[C:26]=3[CH:43]=2)=[O:21])=[CH:15][CH:14]=1)#[N:12], predict the reaction product. (7) Given the reactants [Cl:1][C:2]1[CH:3]=[C:4]([NH:9][C:10]([C@@H:12]2[CH2:17][CH2:16][C@@H:15]([CH3:18])[N:14]([C:19](=[O:32])[C:20]3[CH:25]=[C:24]([CH3:26])[CH:23]=[CH:22][C:21]=3[N:27]3[N:31]=[CH:30][CH:29]=[N:28]3)[CH2:13]2)=[O:11])[C:5](O)=[N:6][CH:7]=1.C1C=CC(P(C2C=CC=CC=2)C2C=CC=CC=2)=CC=1, predict the reaction product. The product is: [Cl:1][C:2]1[CH:3]=[C:4]2[N:9]=[C:10]([C@H:12]3[CH2:13][N:14]([C:19]([C:20]4[CH:25]=[C:24]([CH3:26])[CH:23]=[CH:22][C:21]=4[N:27]4[N:31]=[CH:30][CH:29]=[N:28]4)=[O:32])[C@H:15]([CH3:18])[CH2:16][CH2:17]3)[O:11][C:5]2=[N:6][CH:7]=1. (8) Given the reactants [CH2:1]([NH:3][C:4]([C@H:6]1[CH2:11][CH2:10][C@H:9]([O:12][CH3:13])[CH2:8][CH2:7]1)=O)[CH3:2].CO.Cl, predict the reaction product. The product is: [CH2:1]([NH:3][CH2:4][C@H:6]1[CH2:7][CH2:8][C@H:9]([O:12][CH3:13])[CH2:10][CH2:11]1)[CH3:2]. (9) Given the reactants [Br-].C1([P+](C2C=CC=CC=2)(C2C=CC=CC=2)[CH2:9][CH2:10][CH2:11][C:12]([O:14][CH2:15][CH3:16])=[O:13])C=CC=CC=1.[CH3:29][C:30]1[O:36][C:33]([CH:34]=O)=[CH:32][CH:31]=1.C[Si]([N-][Si](C)(C)C)(C)C.[Na+], predict the reaction product. The product is: [CH3:34][C:33]1[O:36][C:30](/[CH:29]=[CH:9]/[CH2:10][CH2:11][C:12]([O:14][CH2:15][CH3:16])=[O:13])=[CH:31][CH:32]=1.